From a dataset of Reaction yield outcomes from USPTO patents with 853,638 reactions. Predict the reaction yield, written as a fraction of the theoretical maximum amount of product (1.0 means a 100% yield; for example, 0.34 means a 34% yield). (1) The product is [N+:12]1([O-:6])[C:21]2[C:16](=[C:17]3[CH:29]=[CH:28][CH:27]=[CH:26][C:18]3=[C:19]3[CH:25]=[CH:24][CH:23]=[CH:22][C:20]3=2)[N:15]=[CH:14][CH:13]=1. The yield is 0.510. The reactants are ClC1C=C(C=CC=1)C(O)=[O:6].O.[N:12]1[C:21]2[C:16](=[C:17]3[CH:29]=[CH:28][CH:27]=[CH:26][C:18]3=[C:19]3[CH:25]=[CH:24][CH:23]=[CH:22][C:20]3=2)[N:15]=[CH:14][CH:13]=1. The catalyst is ClCCl. (2) The reactants are Cl[C:2]1[CH:7]=[CH:6][C:5]([O:8][CH3:9])=[CH:4][CH:3]=1.[CH2:10]([NH:14][CH2:15][CH2:16][CH2:17][CH3:18])[CH2:11][CH2:12][CH3:13].CC(C)([O-])C.[Na+]. No catalyst specified. The product is [CH2:10]([N:14]([CH2:15][CH2:16][CH2:17][CH3:18])[C:2]1[CH:7]=[CH:6][C:5]([O:8][CH3:9])=[CH:4][CH:3]=1)[CH2:11][CH2:12][CH3:13]. The yield is 0.930. (3) The reactants are Cl[C:2]([O:4][C:5]1[CH:10]=[CH:9][C:8]([O:11][C:12]2[CH:17]=[CH:16][C:15]([C:18]([F:21])([F:20])[F:19])=[CH:14][N:13]=2)=[CH:7][CH:6]=1)=[O:3].[N:22]1[NH:23][N:24]=[N:25][C:26]=1[CH2:27][C:28]1[CH:40]=[CH:39][C:31]([CH2:32][CH:33]2[CH2:38][CH2:37][NH:36][CH2:35][CH2:34]2)=[CH:30][CH:29]=1. No catalyst specified. The product is [F:19][C:18]([F:21])([F:20])[C:15]1[CH:16]=[CH:17][C:12]([O:11][C:8]2[CH:9]=[CH:10][C:5]([O:4][C:2]([N:36]3[CH2:35][CH2:34][CH:33]([CH2:32][C:31]4[CH:39]=[CH:40][C:28]([CH2:27][C:26]5[N:22]=[N:23][NH:24][N:25]=5)=[CH:29][CH:30]=4)[CH2:38][CH2:37]3)=[O:3])=[CH:6][CH:7]=2)=[N:13][CH:14]=1. The yield is 0.440. (4) The reactants are [CH3:1][CH2:2][CH2:3][CH2:4][CH2:5][CH2:6][CH2:7][CH2:8][CH2:9][CH2:10][CH2:11][CH2:12]CCCC. The product is [CH3:12][CH2:11][CH2:10][CH2:9][CH2:8][CH2:7][CH2:6][CH2:5][CH2:4][CH2:3][CH2:2][CH3:1].[CH3:11][CH2:10][CH2:9][CH2:8][CH2:7][CH2:6][CH2:5][CH2:4][CH2:3][CH2:2][CH3:1]. The yield is 0.150. The catalyst is [W].[Pt].